From a dataset of Full USPTO retrosynthesis dataset with 1.9M reactions from patents (1976-2016). Predict the reactants needed to synthesize the given product. (1) Given the product [F:20][C:21]1[CH:26]=[CH:25][C:24]([NH:27][C:28]([NH:17][C:16]2[CH:15]=[CH:14][C:13]([O:12][C:6]3[C:5]4[CH2:4][CH2:3][C:2](=[O:1])[NH:11][C:10]=4[N:9]=[CH:8][CH:7]=3)=[CH:19][CH:18]=2)=[O:29])=[CH:23][CH:22]=1, predict the reactants needed to synthesize it. The reactants are: [O:1]=[C:2]1[NH:11][C:10]2[N:9]=[CH:8][CH:7]=[C:6]([O:12][C:13]3[CH:19]=[CH:18][C:16]([NH2:17])=[CH:15][CH:14]=3)[C:5]=2[CH2:4][CH2:3]1.[F:20][C:21]1[CH:26]=[CH:25][C:24]([N:27]=[C:28]=[O:29])=[CH:23][CH:22]=1.O1CCCC1.CN(C)C=O. (2) Given the product [NH:39]1[C:43]2[CH:44]=[CH:45][C:46]([NH:48][C:2]3[N:7]=[C:6]([C:8]4[C:9]([C:17]5[CH:18]=[C:19]([NH:23][C:24](=[O:33])[C:25]6[C:30]([F:31])=[CH:29][CH:28]=[CH:27][C:26]=6[F:32])[CH:20]=[CH:21][CH:22]=5)=[N:10][N:11]5[CH:16]=[CH:15][CH:14]=[CH:13][C:12]=45)[CH:5]=[CH:4][N:3]=3)=[CH:47][C:42]=2[N:41]=[N:40]1, predict the reactants needed to synthesize it. The reactants are: Cl[C:2]1[N:7]=[C:6]([C:8]2[C:9]([C:17]3[CH:18]=[C:19]([NH:23][C:24](=[O:33])[C:25]4[C:30]([F:31])=[CH:29][CH:28]=[CH:27][C:26]=4[F:32])[CH:20]=[CH:21][CH:22]=3)=[N:10][N:11]3[CH:16]=[CH:15][CH:14]=[CH:13][C:12]=23)[CH:5]=[CH:4][N:3]=1.CN(C=O)C.[NH:39]1[C:43]2[CH:44]=[CH:45][C:46]([NH2:48])=[CH:47][C:42]=2[N:41]=[N:40]1.Cl.